From a dataset of Full USPTO retrosynthesis dataset with 1.9M reactions from patents (1976-2016). Predict the reactants needed to synthesize the given product. (1) Given the product [C:1]1([C:20]2[CH:25]=[CH:24][CH:23]=[CH:22][CH:21]=2)[CH:6]=[CH:5][C:4]([NH:7][C:8]2[CH:13]=[N:12][CH:11]=[C:10]3[S:14][C:15]([C:17]([Cl:29])=[O:18])=[CH:16][C:9]=23)=[CH:3][CH:2]=1, predict the reactants needed to synthesize it. The reactants are: [C:1]1([C:20]2[CH:25]=[CH:24][CH:23]=[CH:22][CH:21]=2)[CH:6]=[CH:5][C:4]([NH:7][C:8]2[CH:13]=[N:12][CH:11]=[C:10]3[S:14][C:15]([C:17](O)=[O:18])=[CH:16][C:9]=23)=[CH:3][CH:2]=1.C(Cl)(=O)C([Cl:29])=O. (2) The reactants are: [CH3:1][N:2]([CH3:21])[C:3]1[CH:8]=[CH:7][C:6]([C:9]([C:11]2[CH:12]=[C:13]3[C:19]([I:20])=[CH:18][NH:17][C:14]3=[N:15][CH:16]=2)=[O:10])=[CH:5][CH:4]=1.[C:22]1([S:28](Cl)(=[O:30])=[O:29])[CH:27]=[CH:26][CH:25]=[CH:24][CH:23]=1.[OH-].[Na+]. Given the product [C:22]1([S:28]([N:17]2[C:14]3=[N:15][CH:16]=[C:11]([C:9]([C:6]4[CH:7]=[CH:8][C:3]([N:2]([CH3:21])[CH3:1])=[CH:4][CH:5]=4)=[O:10])[CH:12]=[C:13]3[C:19]([I:20])=[CH:18]2)(=[O:30])=[O:29])[CH:27]=[CH:26][CH:25]=[CH:24][CH:23]=1, predict the reactants needed to synthesize it.